This data is from NCI-60 drug combinations with 297,098 pairs across 59 cell lines. The task is: Regression. Given two drug SMILES strings and cell line genomic features, predict the synergy score measuring deviation from expected non-interaction effect. (1) Drug 1: CN(C)N=NC1=C(NC=N1)C(=O)N. Drug 2: CC1CCCC2(C(O2)CC(NC(=O)CC(C(C(=O)C(C1O)C)(C)C)O)C(=CC3=CSC(=N3)C)C)C. Cell line: OVCAR-5. Synergy scores: CSS=-3.57, Synergy_ZIP=0.0354, Synergy_Bliss=-2.25, Synergy_Loewe=-6.21, Synergy_HSA=-4.58. (2) Cell line: CAKI-1. Drug 2: CN(CC1=CN=C2C(=N1)C(=NC(=N2)N)N)C3=CC=C(C=C3)C(=O)NC(CCC(=O)O)C(=O)O. Drug 1: CC1C(C(CC(O1)OC2CC(CC3=C2C(=C4C(=C3O)C(=O)C5=C(C4=O)C(=CC=C5)OC)O)(C(=O)CO)O)N)O.Cl. Synergy scores: CSS=58.1, Synergy_ZIP=-6.35, Synergy_Bliss=-5.13, Synergy_Loewe=-9.07, Synergy_HSA=-2.19. (3) Drug 1: C1=CC(=CC=C1CC(C(=O)O)N)N(CCCl)CCCl.Cl. Drug 2: CC12CCC3C(C1CCC2OP(=O)(O)O)CCC4=C3C=CC(=C4)OC(=O)N(CCCl)CCCl.[Na+]. Cell line: HOP-92. Synergy scores: CSS=7.50, Synergy_ZIP=-4.85, Synergy_Bliss=-3.88, Synergy_Loewe=-10.9, Synergy_HSA=-4.56.